This data is from NCI-60 drug combinations with 297,098 pairs across 59 cell lines. The task is: Regression. Given two drug SMILES strings and cell line genomic features, predict the synergy score measuring deviation from expected non-interaction effect. (1) Drug 1: CC(C)(C#N)C1=CC(=CC(=C1)CN2C=NC=N2)C(C)(C)C#N. Drug 2: C1=NC(=NC(=O)N1C2C(C(C(O2)CO)O)O)N. Cell line: T-47D. Synergy scores: CSS=-7.62, Synergy_ZIP=-4.19, Synergy_Bliss=-14.5, Synergy_Loewe=-14.0, Synergy_HSA=-14.3. (2) Drug 1: CC12CCC3C(C1CCC2=O)CC(=C)C4=CC(=O)C=CC34C. Drug 2: C1=CC=C(C(=C1)C(C2=CC=C(C=C2)Cl)C(Cl)Cl)Cl. Cell line: MALME-3M. Synergy scores: CSS=17.1, Synergy_ZIP=0.153, Synergy_Bliss=2.79, Synergy_Loewe=2.66, Synergy_HSA=1.75. (3) Drug 1: C1CN1C2=NC(=NC(=N2)N3CC3)N4CC4. Drug 2: C(CCl)NC(=O)N(CCCl)N=O. Cell line: SF-539. Synergy scores: CSS=58.2, Synergy_ZIP=-10.0, Synergy_Bliss=-8.47, Synergy_Loewe=-7.70, Synergy_HSA=-4.65. (4) Drug 1: CC1C(C(CC(O1)OC2CC(CC3=C2C(=C4C(=C3O)C(=O)C5=C(C4=O)C(=CC=C5)OC)O)(C(=O)CO)O)N)O.Cl. Drug 2: CC(C)NC(=O)C1=CC=C(C=C1)CNNC.Cl. Cell line: PC-3. Synergy scores: CSS=2.95, Synergy_ZIP=1.39, Synergy_Bliss=4.12, Synergy_Loewe=1.62, Synergy_HSA=2.05.